Dataset: Forward reaction prediction with 1.9M reactions from USPTO patents (1976-2016). Task: Predict the product of the given reaction. (1) Given the reactants [CH3:1][C:2]([CH3:48])([CH3:47])[Si:3]([C:41]1[CH:46]=[CH:45][CH:44]=[CH:43][CH:42]=1)([C:35]1[CH:40]=[CH:39][CH:38]=[CH:37][CH:36]=1)[O:4][CH2:5][CH:6]([C:31]([F:34])([F:33])[F:32])[NH:7]/[C:8](=[N:20]/C(=O)OCC1C=CC=CC=1)/[NH:9]C(=O)OCC1C=CC=CC=1.[H][H], predict the reaction product. The product is: [Si:3]([O:4][CH2:5][CH:6]([NH:7][C:8]([NH2:20])=[NH:9])[C:31]([F:34])([F:33])[F:32])([C:2]([CH3:1])([CH3:47])[CH3:48])([C:41]1[CH:46]=[CH:45][CH:44]=[CH:43][CH:42]=1)[C:35]1[CH:40]=[CH:39][CH:38]=[CH:37][CH:36]=1. (2) Given the reactants [I:1][C:2]1[CH:20]=[CH:19][CH:18]=[CH:17][C:3]=1[CH2:4][N:5]1[CH2:10][CH2:9][N:8]([CH2:11][C:12](OCC)=[O:13])[CH2:7][CH2:6]1.[NH2:21][NH2:22], predict the reaction product. The product is: [I:1][C:2]1[CH:20]=[CH:19][CH:18]=[CH:17][C:3]=1[CH2:4][N:5]1[CH2:10][CH2:9][N:8]([CH2:11][C:12]([NH:21][NH2:22])=[O:13])[CH2:7][CH2:6]1. (3) Given the reactants C1(C)C=CC(S([NH:10][N:11]=[CH:12][C:13](Cl)=[O:14])(=O)=O)=CC=1.[OH:17][CH2:18]/[CH:19]=[CH:20]/[C:21]1[CH:26]=[CH:25][C:24]([NH:27][C:28](=[O:37])[O:29][CH2:30][C:31]2[CH:36]=[CH:35][CH:34]=[CH:33][CH:32]=2)=[CH:23][CH:22]=1.CN(C)C1C=CC=CC=1.C(N(CC)CC)C, predict the reaction product. The product is: [N+:11](=[CH:12][C:13]([O:17][CH2:18]/[CH:19]=[CH:20]/[C:21]1[CH:26]=[CH:25][C:24]([NH:27][C:28]([O:29][CH2:30][C:31]2[CH:32]=[CH:33][CH:34]=[CH:35][CH:36]=2)=[O:37])=[CH:23][CH:22]=1)=[O:14])=[N-:10]. (4) Given the reactants Cl[CH2:2][C:3]([N:5]1[C:13]2[C:8](=[CH:9][C:10]([O:14][CH2:15][C:16]3[S:17][C:18]([C:27]([F:30])([F:29])[F:28])=[C:19]([C:21]4[CH:26]=[CH:25][CH:24]=[CH:23][CH:22]=4)[CH:20]=3)=[CH:11][CH:12]=2)[CH2:7][CH2:6]1)=[O:4].[CH2:31]([O:33][C:34]([CH:36]1[CH2:41][CH2:40][NH:39][CH2:38][CH2:37]1)=[O:35])[CH3:32], predict the reaction product. The product is: [CH2:31]([O:33][C:34]([CH:36]1[CH2:41][CH2:40][N:39]([CH2:2][C:3](=[O:4])[N:5]2[C:13]3[C:8](=[CH:9][C:10]([O:14][CH2:15][C:16]4[S:17][C:18]([C:27]([F:30])([F:29])[F:28])=[C:19]([C:21]5[CH:26]=[CH:25][CH:24]=[CH:23][CH:22]=5)[CH:20]=4)=[CH:11][CH:12]=3)[CH2:7][CH2:6]2)[CH2:38][CH2:37]1)=[O:35])[CH3:32]. (5) Given the reactants [I:1][C:2]1[CH:7]=[CH:6][C:5]([OH:8])=[CH:4][CH:3]=1.[Si:9](Cl)([C:12]([CH3:15])([CH3:14])[CH3:13])([CH3:11])[CH3:10].N1C=CN=C1, predict the reaction product. The product is: [C:12]([Si:9]([O:8][C:5]1[CH:6]=[CH:7][C:2]([I:1])=[CH:3][CH:4]=1)([CH3:11])[CH3:10])([CH3:15])([CH3:14])[CH3:13]. (6) Given the reactants [CH2:1]1[O:9][C:8]2[CH:7]=[CH:6][C:5]([CH2:10][CH2:11][NH2:12])=[CH:4][C:3]=2[O:2]1.[CH2:13]1[O:21][C:20]2[CH:19]=[CH:18][C:17]([N:22]=[C:23]=[O:24])=[CH:16][C:15]=2[O:14]1, predict the reaction product. The product is: [CH2:13]1[O:21][C:20]2[CH:19]=[CH:18][C:17]([NH:22][C:23]([NH:12][CH2:11][CH2:10][C:5]3[CH:6]=[CH:7][C:8]4[O:9][CH2:1][O:2][C:3]=4[CH:4]=3)=[O:24])=[CH:16][C:15]=2[O:14]1. (7) Given the reactants Cl[C:2]1[CH:3]=[N:4][CH:5]=[C:6]([Cl:17])[C:7]=1[N:8]1[CH2:13][CH2:12][CH:11]([C:14]([NH2:16])=[O:15])[CH2:10][CH2:9]1.[C:18]1(B(O)O)[CH:23]=[CH:22][CH:21]=[CH:20][CH:19]=1.C(=O)([O-])[O-].[Na+].[Na+], predict the reaction product. The product is: [Cl:17][C:6]1[CH:5]=[N:4][CH:3]=[C:2]([C:18]2[CH:23]=[CH:22][CH:21]=[CH:20][CH:19]=2)[C:7]=1[N:8]1[CH2:13][CH2:12][CH:11]([C:14]([NH2:16])=[O:15])[CH2:10][CH2:9]1. (8) The product is: [CH2:5]([C@@H:2]1[CH2:3][CH2:7][S:8](=[O:10])(=[O:9])[NH:1]1)[CH3:6]. Given the reactants [NH2:1][C@H:2]([CH2:5][CH3:6])[CH2:3]O.[CH3:7][S:8](Cl)(=[O:10])=[O:9], predict the reaction product.